This data is from Catalyst prediction with 721,799 reactions and 888 catalyst types from USPTO. The task is: Predict which catalyst facilitates the given reaction. (1) Reactant: [F:1][C:2]([F:15])([F:14])[C:3]1[CH:4]=[C:5]([CH:9]2[CH2:11][CH:10]2[CH2:12]O)[CH:6]=[CH:7][CH:8]=1.[Br:16]P(Br)Br. The catalyst class is: 27. Product: [Br:16][CH2:12][CH:10]1[CH2:11][CH:9]1[C:5]1[CH:6]=[CH:7][CH:8]=[C:3]([C:2]([F:15])([F:14])[F:1])[CH:4]=1. (2) Reactant: Cl[C:2]1[CH:7]=[C:6]([C:8]2[CH:17]=[CH:16][C:15]3[C:10](=[C:11]([C:18]([NH:20][C:21]4[S:22][CH:23]=[CH:24][N:25]=4)=[O:19])[CH:12]=[CH:13][CH:14]=3)[N:9]=2)[CH:5]=[CH:4][N:3]=1.[NH:26]1[CH2:29][CH2:28][CH2:27]1.[F-].[Cs+].CC([O-])(C)C.[K+]. The catalyst class is: 18. Product: [N:26]1([C:2]2[CH:7]=[C:6]([C:8]3[CH:17]=[CH:16][C:15]4[C:10](=[C:11]([C:18]([NH:20][C:21]5[S:22][CH:23]=[CH:24][N:25]=5)=[O:19])[CH:12]=[CH:13][CH:14]=4)[N:9]=3)[CH:5]=[CH:4][N:3]=2)[CH2:29][CH2:28][CH2:27]1. (3) Reactant: [F:1][C:2]1[CH:7]=[CH:6][CH:5]=[CH:4][C:3]=1[CH2:8][O:9][C:10]1[CH:11]=[C:12]([C@H:16]2[CH2:20][CH2:19][C@:18]3([CH2:24][CH2:23][N:22]([CH3:25])[C:21]3=[O:26])[N:17]2C(OC(C)(C)C)=O)[CH:13]=[CH:14][CH:15]=1.C([Cl:37])(C)=O. The catalyst class is: 370. Product: [ClH:37].[F:1][C:2]1[CH:7]=[CH:6][CH:5]=[CH:4][C:3]=1[CH2:8][O:9][C:10]1[CH:11]=[C:12]([C@H:16]2[CH2:20][CH2:19][C@:18]3([CH2:24][CH2:23][N:22]([CH3:25])[C:21]3=[O:26])[NH:17]2)[CH:13]=[CH:14][CH:15]=1. (4) Reactant: [F:1][C:2]1[CH:7]=[C:6]([O:8][C:9]2[CH:14]=[CH:13][N:12]=[C:11]([NH:15][C:16]([N:18]3[CH2:23][CH2:22][CH:21]([N:24]4[CH2:29][CH2:28][N:27]([CH3:30])[CH2:26][CH2:25]4)[CH2:20][CH2:19]3)=[O:17])[CH:10]=2)[CH:5]=[CH:4][C:3]=1[NH:31][C:32]([CH2:34][C:35]1([CH2:38][C:39]([NH:41][C:42]2[CH:47]=[CH:46][C:45]([F:48])=[CH:44][CH:43]=2)=[O:40])[CH2:37][CH2:36]1)=[O:33].[C:49]([OH:56])(=[O:55])/[CH:50]=[CH:51]/[C:52]([OH:54])=[O:53].O. Product: [C:49]([OH:56])(=[O:55])/[CH:50]=[CH:51]/[C:52]([OH:54])=[O:53].[F:1][C:2]1[CH:7]=[C:6]([O:8][C:9]2[CH:14]=[CH:13][N:12]=[C:11]([NH:15][C:16]([N:18]3[CH2:19][CH2:20][CH:21]([N:24]4[CH2:29][CH2:28][N:27]([CH3:30])[CH2:26][CH2:25]4)[CH2:22][CH2:23]3)=[O:17])[CH:10]=2)[CH:5]=[CH:4][C:3]=1[NH:31][C:32]([CH2:34][C:35]1([CH2:38][C:39]([NH:41][C:42]2[CH:47]=[CH:46][C:45]([F:48])=[CH:44][CH:43]=2)=[O:40])[CH2:37][CH2:36]1)=[O:33]. The catalyst class is: 41. (5) Reactant: [NH2:1][C:2]1[C:7]([C:8]2[N:30]([C:31]3[CH:36]=[CH:35][C:34]([C:37]4([NH:41]C(=O)OC(C)(C)C)[CH2:40][CH2:39][CH2:38]4)=[CH:33][CH:32]=3)[C:11]3=[N:12][C:13]([C:16]4[CH:21]=[CH:20][CH:19]=[C:18]([N:22]5[CH2:27][C@H:26]([CH3:28])[O:25][C@H:24]([CH3:29])[CH2:23]5)[CH:17]=4)=[CH:14][CH:15]=[C:10]3[N:9]=2)=[CH:6][CH:5]=[CH:4][N:3]=1.[ClH:49].O1CCOCC1. Product: [ClH:49].[ClH:49].[ClH:49].[NH2:41][C:37]1([C:34]2[CH:35]=[CH:36][C:31]([N:30]3[C:11]4=[N:12][C:13]([C:16]5[CH:21]=[CH:20][CH:19]=[C:18]([N:22]6[CH2:23][C@H:24]([CH3:29])[O:25][C@H:26]([CH3:28])[CH2:27]6)[CH:17]=5)=[CH:14][CH:15]=[C:10]4[N:9]=[C:8]3[C:7]3[C:2]([NH2:1])=[N:3][CH:4]=[CH:5][CH:6]=3)=[CH:32][CH:33]=2)[CH2:40][CH2:39][CH2:38]1. The catalyst class is: 2. (6) Reactant: Cl[C:2]1[N:3]=[C:4]([NH:11][C:12]2[CH:17]=[CH:16][CH:15]=[C:14]([NH2:18])[N:13]=2)[C:5]2[CH2:10][CH2:9][CH2:8][C:6]=2[N:7]=1.[NH:19]1[CH2:26][CH2:25][CH2:24][C@H:20]1[C:21]([OH:23])=[O:22].[C:27](O)(C(F)(F)F)=O. Product: [NH2:18][C:14]1[N:13]=[C:12]([NH:11][C:4]2[C:5]3[CH2:10][CH2:9][CH2:8][C:6]=3[N:7]=[C:2]([N:19]3[CH2:26][CH2:25][CH2:24][CH:20]3[C:21]([O:23][CH3:27])=[O:22])[N:3]=2)[CH:17]=[CH:16][CH:15]=1. The catalyst class is: 5. (7) Reactant: [C:1]1(=[O:7])[O:6][C:4](=O)[CH:3]=[CH:2]1.[NH2:8][C:9]1[CH:17]=[CH:16][C:12]([C:13]([OH:15])=[O:14])=[CH:11][CH:10]=1.C([O-])(=O)C.[Na+].C(OC(=O)C)(=O)C. Product: [C:13]([C:12]1[CH:16]=[CH:17][C:9]([N:8]2[C:1](=[O:7])[CH:2]=[CH:3][C:4]2=[O:6])=[CH:10][CH:11]=1)([OH:15])=[O:14]. The catalyst class is: 15.